From a dataset of Reaction yield outcomes from USPTO patents with 853,638 reactions. Predict the reaction yield, written as a fraction of the theoretical maximum amount of product (1.0 means a 100% yield; for example, 0.34 means a 34% yield). (1) The reactants are [F:1][C:2]1[CH:7]=[CH:6][CH:5]=[CH:4][C:3]=1[CH2:8][C:9]([O:11][C@H:12]([C:14]1[CH:19]=[CH:18][CH:17]=[CH:16][CH:15]=1)[CH3:13])=[O:10].[CH2:20]1[CH2:30][CH2:29][N:28]2C(=NC[CH2:26][CH2:27]2)CC1.C(Br)(Br)(Br)Br.N1CCCCC1. The catalyst is C1COCC1.C(OCC)C.C1(C)C=CC=CC=1. The product is [F:1][C:2]1[CH:7]=[CH:6][CH:5]=[CH:4][C:3]=1[C@@H:8]([N:28]1[CH2:27][CH2:26][CH2:20][CH2:30][CH2:29]1)[C:9]([O:11][C@H:12]([C:14]1[CH:15]=[CH:16][CH:17]=[CH:18][CH:19]=1)[CH3:13])=[O:10]. The yield is 0.110. (2) The reactants are [Br:1][C:2]1[CH:3]=[C:4]([CH:6]=[CH:7][CH:8]=1)[NH2:5].[F:9][C:10]([F:15])([F:14])[CH:11]1[O:13][CH2:12]1. No catalyst specified. The product is [Br:1][C:2]1[CH:3]=[C:4]([NH:5][CH2:12][CH:11]([OH:13])[C:10]([F:15])([F:14])[F:9])[CH:6]=[CH:7][CH:8]=1. The yield is 0.840. (3) The reactants are [N:1]1([CH2:7][CH2:8][CH2:9][O:10][C:11]2[CH:16]=[CH:15][C:14]([NH2:17])=[CH:13][CH:12]=2)[CH2:6][CH2:5][CH2:4][CH2:3][CH2:2]1.[Cl:18][C:19]1[CH:20]=[C:21]2[C:25](=[CH:26][CH:27]=1)[NH:24][C:23](=[O:28])[C:22]2=[CH:29]O. No catalyst specified. The product is [Cl:18][C:19]1[CH:20]=[C:21]2[C:25](=[CH:26][CH:27]=1)[NH:24][C:23](=[O:28])[C:22]2=[CH:29][NH:17][C:14]1[CH:13]=[CH:12][C:11]([O:10][CH2:9][CH2:8][CH2:7][N:1]2[CH2:2][CH2:3][CH2:4][CH2:5][CH2:6]2)=[CH:16][CH:15]=1. The yield is 0.580. (4) The reactants are C(C1[N:4]=[CH:5][NH:6]C=1C(OCC)=O)#N.[OH-:13].[Li+].[ClH:15].CN(C(ON1N=[N:31][C:26]2[CH:27]=[CH:28][CH:29]=[N:30][C:25]1=2)=[N+](C)C)C.[F:33][P-](F)(F)(F)(F)F.CCN([CH:46]([CH3:48])[CH3:47])C(C)C.[Cl:49][C:50]1[CH:51]=[CH:52][CH:53]=[C:54]([CH:57]=1)[C:55]#[N:56].[CH2:58]1[CH2:62]OCC1.[CH3:63][OH:64].O. No catalyst specified. The product is [Cl:15][C:47]1[CH:46]=[CH:48][C:58]([CH2:25][NH:30][C:29]([C:28]2[NH:4][CH:5]=[N:6][C:27]=2[C:26]#[N:31])=[O:13])=[C:62]([F:33])[C:63]=1[O:64][C:52]1[CH:53]=[C:54]([C:55]#[N:56])[CH:57]=[C:50]([Cl:49])[CH:51]=1. The yield is 0.280. (5) The reactants are F[C:2]1[CH:7]=[CH:6][C:5]([S:8]([NH2:11])(=[O:10])=[O:9])=[CH:4][CH:3]=1.[CH3:12][C:13]1[CH:17]=[C:16]([C:18]([O:20][CH2:21][CH3:22])=[O:19])[NH:15][N:14]=1.C(=O)([O-])[O-].[Cs+].[Cs+].[Cl-].[NH4+].Cl. The catalyst is CS(C)=O.O.C(OCC)(=O)C. The product is [NH2:11][S:8]([C:5]1[CH:6]=[CH:7][C:2]([N:14]2[C:13]([CH3:12])=[CH:17][C:16]([C:18]([O:20][CH2:21][CH3:22])=[O:19])=[N:15]2)=[CH:3][CH:4]=1)(=[O:10])=[O:9]. The yield is 0.110.